Dataset: NCI-60 drug combinations with 297,098 pairs across 59 cell lines. Task: Regression. Given two drug SMILES strings and cell line genomic features, predict the synergy score measuring deviation from expected non-interaction effect. (1) Drug 1: CCC1=CC2CC(C3=C(CN(C2)C1)C4=CC=CC=C4N3)(C5=C(C=C6C(=C5)C78CCN9C7C(C=CC9)(C(C(C8N6C)(C(=O)OC)O)OC(=O)C)CC)OC)C(=O)OC.C(C(C(=O)O)O)(C(=O)O)O. Drug 2: C(CC(=O)O)C(=O)CN.Cl. Cell line: RXF 393. Synergy scores: CSS=31.0, Synergy_ZIP=-5.01, Synergy_Bliss=-1.94, Synergy_Loewe=-17.1, Synergy_HSA=-0.156. (2) Drug 1: C1CN(P(=O)(OC1)NCCCl)CCCl. Drug 2: C(CCl)NC(=O)N(CCCl)N=O. Cell line: HT29. Synergy scores: CSS=1.13, Synergy_ZIP=-4.99, Synergy_Bliss=-7.44, Synergy_Loewe=-5.53, Synergy_HSA=-5.39. (3) Drug 1: CCC(=C(C1=CC=CC=C1)C2=CC=C(C=C2)OCCN(C)C)C3=CC=CC=C3.C(C(=O)O)C(CC(=O)O)(C(=O)O)O. Drug 2: C1=CC=C(C=C1)NC(=O)CCCCCCC(=O)NO. Cell line: HCT116. Synergy scores: CSS=11.4, Synergy_ZIP=-8.39, Synergy_Bliss=-3.96, Synergy_Loewe=-24.9, Synergy_HSA=-5.19. (4) Drug 1: CN1C(=O)N2C=NC(=C2N=N1)C(=O)N. Drug 2: CN(C(=O)NC(C=O)C(C(C(CO)O)O)O)N=O. Cell line: T-47D. Synergy scores: CSS=-0.656, Synergy_ZIP=-3.27, Synergy_Bliss=-7.36, Synergy_Loewe=-7.17, Synergy_HSA=-6.59. (5) Drug 1: COC1=C(C=C2C(=C1)N=CN=C2NC3=CC(=C(C=C3)F)Cl)OCCCN4CCOCC4. Drug 2: COC1=C2C(=CC3=C1OC=C3)C=CC(=O)O2. Cell line: HOP-62. Synergy scores: CSS=11.2, Synergy_ZIP=-3.55, Synergy_Bliss=-0.221, Synergy_Loewe=-0.190, Synergy_HSA=1.56. (6) Drug 1: CN(C)N=NC1=C(NC=N1)C(=O)N. Drug 2: CCC1(CC2CC(C3=C(CCN(C2)C1)C4=CC=CC=C4N3)(C5=C(C=C6C(=C5)C78CCN9C7C(C=CC9)(C(C(C8N6C=O)(C(=O)OC)O)OC(=O)C)CC)OC)C(=O)OC)O.OS(=O)(=O)O. Cell line: SN12C. Synergy scores: CSS=1.45, Synergy_ZIP=-1.45, Synergy_Bliss=-1.11, Synergy_Loewe=-1.58, Synergy_HSA=-1.14. (7) Drug 1: CN(C(=O)NC(C=O)C(C(C(CO)O)O)O)N=O. Drug 2: C(CN)CNCCSP(=O)(O)O. Synergy scores: CSS=3.17, Synergy_ZIP=-1.37, Synergy_Bliss=-1.66, Synergy_Loewe=-6.74, Synergy_HSA=-2.80. Cell line: HOP-92.